Dataset: Full USPTO retrosynthesis dataset with 1.9M reactions from patents (1976-2016). Task: Predict the reactants needed to synthesize the given product. (1) Given the product [O:1]1[C:5]2[CH:6]=[CH:7][C:8]([C:10]3([C:13]([NH:15][C:16]4[CH:17]=[C:18]5[C:22](=[CH:23][CH:24]=4)[NH:21][C:20]([CH:25]4[CH2:30][CH2:29][CH2:28][CH2:27][NH:26]4)=[CH:19]5)=[O:14])[CH2:12][CH2:11]3)=[CH:9][C:4]=2[O:3][CH2:2]1, predict the reactants needed to synthesize it. The reactants are: [O:1]1[C:5]2[CH:6]=[CH:7][C:8]([C:10]3([C:13]([NH:15][C:16]4[CH:17]=[C:18]5[C:22](=[CH:23][CH:24]=4)[NH:21][C:20]([CH:25]4[CH2:30][CH2:29][CH2:28][CH2:27][N:26]4C(OC(C)(C)C)=O)=[CH:19]5)=[O:14])[CH2:12][CH2:11]3)=[CH:9][C:4]=2[O:3][CH2:2]1.FC(F)(F)C(O)=O. (2) The reactants are: [NH2:1][C:2]1[CH:3]=[C:4]([F:10])[C:5]([CH2:8][OH:9])=[N:6][CH:7]=1.C(N(C(C)C)C(C)C)C.[Cl:20][C:21]1[CH:22]=[C:23]([N:27]2[C:31]([CH2:32][NH:33][C:34](=O)[O:35]C3C=CC=CC=3)=[CH:30][C:29]([C:43]([F:46])([F:45])[F:44])=[N:28]2)[CH:24]=[CH:25][CH:26]=1. Given the product [Cl:20][C:21]1[CH:22]=[C:23]([N:27]2[C:31]([CH2:32][NH:33][C:34]([NH:1][C:2]3[CH:7]=[N:6][C:5]([CH2:8][OH:9])=[C:4]([F:10])[CH:3]=3)=[O:35])=[CH:30][C:29]([C:43]([F:44])([F:45])[F:46])=[N:28]2)[CH:24]=[CH:25][CH:26]=1, predict the reactants needed to synthesize it.